The task is: Predict which catalyst facilitates the given reaction.. This data is from Catalyst prediction with 721,799 reactions and 888 catalyst types from USPTO. (1) The catalyst class is: 63. Product: [NH2:1][C:2]1[N:10]=[C:9]([CH2:11][CH2:12][CH:13]([OH:15])[CH3:14])[N:8]=[C:7]2[C:3]=1[N:4]=[CH:5][N:6]2[CH3:16]. Reactant: [NH2:1][C:2]1[N:10]=[C:9]([C:11]#[C:12][CH:13]([OH:15])[CH3:14])[N:8]=[C:7]2[C:3]=1[N:4]=[CH:5][N:6]2[CH3:16].[H][H]. (2) Reactant: [F:1][C:2]([F:51])([F:50])[C:3]1[CH:4]=[C:5]([C@H:13]2[O:17][C:16](=[O:18])[N:15]([CH2:19][C:20]3[C:25]([C:26]4[CH:27]=[C:28]([C:34]5[CH:43]=[CH:42][C:37]([C:38]([O:40][CH3:41])=[O:39])=[CH:36][C:35]=5[CH3:44])[CH:29]=[N:30][C:31]=4[O:32][CH3:33])=[CH:24][N:23]=[C:22](S(C)(=O)=O)[N:21]=3)[C@H:14]2[CH3:49])[CH:6]=[C:7]([C:9]([F:12])([F:11])[F:10])[CH:8]=1.[NH:52]1[CH:56]=[CH:55][N:54]=[CH:53]1. Product: [F:1][C:2]([F:51])([F:50])[C:3]1[CH:4]=[C:5]([C@H:13]2[O:17][C:16](=[O:18])[N:15]([CH2:19][C:20]3[C:25]([C:26]4[CH:27]=[C:28]([C:34]5[CH:43]=[CH:42][C:37]([C:38]([O:40][CH3:41])=[O:39])=[CH:36][C:35]=5[CH3:44])[CH:29]=[N:30][C:31]=4[O:32][CH3:33])=[CH:24][N:23]=[C:22]([N:52]4[CH:56]=[CH:55][N:54]=[CH:53]4)[N:21]=3)[C@H:14]2[CH3:49])[CH:6]=[C:7]([C:9]([F:12])([F:11])[F:10])[CH:8]=1. The catalyst class is: 12. (3) Product: [CH2:1]([O:5][C:6]1[N:14]=[C:13]2[C:9]([NH:10][C:11](=[O:40])[N:12]2[CH2:15][C:16]2[CH:17]=[N:18][C:19]([O:22][CH2:23][CH2:24][CH2:25][CH2:26][NH:27][CH2:28][C:29]3[CH:34]=[CH:33][CH:32]=[C:31]([CH2:35][C:36]([O:38][CH3:39])=[O:37])[CH:30]=3)=[CH:20][CH:21]=2)=[C:8]([NH2:42])[N:7]=1)[CH2:2][CH2:3][CH3:4]. Reactant: [CH2:1]([O:5][C:6]1[N:14]=[C:13]2[C:9]([N:10]=[C:11]([O:40]C)[N:12]2[CH2:15][C:16]2[CH:17]=[N:18][C:19]([O:22][CH2:23][CH2:24][CH2:25][CH2:26][NH:27][CH2:28][C:29]3[CH:34]=[CH:33][CH:32]=[C:31]([CH2:35][C:36]([O:38][CH3:39])=[O:37])[CH:30]=3)=[CH:20][CH:21]=2)=[C:8]([NH2:42])[N:7]=1)[CH2:2][CH2:3][CH3:4].S(=O)(=O)(O)O. The catalyst class is: 5. (4) Reactant: [C:1](Cl)(Cl)=[O:2].[NH2:5][C:6]1[CH:11]=[CH:10][CH:9]=[C:8]([Cl:12])[N:7]=1.C(N(CC)C(C)C)(C)C.[C:22]([OH:26])([CH3:25])([CH3:24])[CH3:23].[OH-].[Na+]. Product: [C:22]([O:26][C:1](=[O:2])[NH:5][C:6]1[CH:11]=[CH:10][CH:9]=[C:8]([Cl:12])[N:7]=1)([CH3:25])([CH3:24])[CH3:23]. The catalyst class is: 69.